Dataset: Retrosynthesis with 50K atom-mapped reactions and 10 reaction types from USPTO. Task: Predict the reactants needed to synthesize the given product. (1) Given the product COc1cc(CCOP(=O)(O)O)ccc1OC(=O)O[C@H](c1cc(C(F)(F)F)cc(C(F)(F)F)c1)[C@H](C)[NH2+]Cc1cc(C(F)(F)F)ccc1-c1cc(C(C)C)c(F)cc1OC, predict the reactants needed to synthesize it. The reactants are: COc1cc(CCOP(=O)(O)O)ccc1OC(=O)O[C@H](c1cc(C(F)(F)F)cc(C(F)(F)F)c1)[C@H](C)N(Cc1cc(C(F)(F)F)ccc1-c1cc(C(C)C)c(F)cc1OC)C(=O)OC(C)(C)C.Cl. (2) Given the product COc1nc(NCc2ccsc2)cc(-c2cccc(C(C)(C)C(=O)O)c2)n1, predict the reactants needed to synthesize it. The reactants are: CC(C)(C(=O)O)c1cccc(B(O)O)c1.COc1nc(Cl)cc(NCc2ccsc2)n1. (3) Given the product CCOC(=O)c1cnn2c(Nc3cscc3C)c(C(=O)N3CCC(c4ccccc4)CC3)cnc12, predict the reactants needed to synthesize it. The reactants are: CCOC(=O)c1cnn2c(Cl)c(C(=O)N3CCC(c4ccccc4)CC3)cnc12.Cc1cscc1N. (4) The reactants are: CCC(CC)(c1ccc(OCC(=O)C(C)(C)C)c(C)c1)c1ccc2cc(C(=O)Cl)ccc2c1.CNC. Given the product CCC(CC)(c1ccc(OCC(=O)C(C)(C)C)c(C)c1)c1ccc2cc(C(=O)N(C)C)ccc2c1, predict the reactants needed to synthesize it. (5) Given the product COc1cc(Br)cc(N)c1C, predict the reactants needed to synthesize it. The reactants are: COc1cc(Br)cc([N+](=O)[O-])c1C. (6) Given the product O=C(NCCN1CCOCC1)C(=O)Nc1ccc(Oc2ccnc3ccsc23)c(F)c1, predict the reactants needed to synthesize it. The reactants are: CCOC(=O)C(=O)Nc1ccc(Oc2ccnc3ccsc23)c(F)c1.NCCN1CCOCC1.